This data is from Forward reaction prediction with 1.9M reactions from USPTO patents (1976-2016). The task is: Predict the product of the given reaction. (1) The product is: [OH:20][C:6]1[C:5]([CH2:22][N:24]2[CH2:28][CH2:27][CH2:26][CH2:25]2)=[C:4]([OH:21])[C:3]([O:2][CH3:1])=[C:8]2[C:7]=1[C:12](=[O:13])[CH:11]=[C:10]([C:14]1[CH:19]=[CH:18][CH:17]=[CH:16][CH:15]=1)[O:9]2. Given the reactants [CH3:1][O:2][C:3]1[C:4]([OH:21])=[CH:5][C:6]([OH:20])=[C:7]2[C:12](=[O:13])[CH:11]=[C:10]([C:14]3[CH:15]=[CH:16][CH:17]=[CH:18][CH:19]=3)[O:9][C:8]=12.[CH2:22]=O.[NH:24]1[CH2:28][CH2:27][CH2:26][CH2:25]1, predict the reaction product. (2) Given the reactants [CH2:1]([C:3]1[CH:24]=[CH:23][CH:22]=[C:21]([CH3:25])[C:4]=1[CH2:5][NH:6][C:7]1[C:15]2[N:14]=[C:13]([CH3:16])[N:12]([CH3:17])[C:11]=2[CH:10]=[C:9]([C:18](O)=[O:19])[CH:8]=1)[CH3:2].[NH:26]1[CH2:31][CH2:30][O:29][CH2:28][CH2:27]1.O.C(=O)([O-])O.[Na+], predict the reaction product. The product is: [CH2:22]([C:21]1[CH:25]=[CH:2][CH:1]=[C:3]([CH3:24])[C:4]=1[CH2:5][NH:6][C:7]1[C:15]2[N:14]=[C:13]([CH3:16])[N:12]([CH3:17])[C:11]=2[CH:10]=[C:9]([C:18]([N:26]2[CH2:31][CH2:30][O:29][CH2:28][CH2:27]2)=[O:19])[CH:8]=1)[CH3:23]. (3) Given the reactants [C:1]([NH:5][S:6]([C:9]1[S:10][C:11]([Cl:14])=[CH:12][CH:13]=1)(=[O:8])=[O:7])([CH3:4])([CH3:3])[CH3:2].[Li]C(CC)C.S([N:30]=[N+:31]=[N-:32])(C1C=CC(C)=CC=1)(=O)=O, predict the reaction product. The product is: [N:30]([C:13]1[CH:12]=[C:11]([Cl:14])[S:10][C:9]=1[S:6]([NH:5][C:1]([CH3:4])([CH3:2])[CH3:3])(=[O:7])=[O:8])=[N+:31]=[N-:32]. (4) Given the reactants [Br:1][C:2]1[CH:11]=[C:10]2[C:5]([CH2:6][CH2:7][C:8](=O)[CH2:9]2)=[CH:4][C:3]=1[F:13].[BH3-]C#[N:16].[Na+], predict the reaction product. The product is: [Br:1][C:2]1[CH:11]=[C:10]2[C:5]([CH2:6][CH2:7][CH:8]([NH2:16])[CH2:9]2)=[CH:4][C:3]=1[F:13]. (5) Given the reactants [CH2:1]([C:5]1[NH:9][N:8]=[CH:7][N:6]=1)[CH2:2][CH2:3][CH3:4].Br[CH2:11][C:12]1[CH:17]=[CH:16][C:15]([C:18]2[CH:23]=[CH:22][CH:21]=[CH:20][C:19]=2[C:24]([O:26]C)=[O:25])=[CH:14][CH:13]=1, predict the reaction product. The product is: [CH2:1]([C:5]1[N:9]([CH2:11][C:12]2[CH:17]=[CH:16][C:15]([C:18]3[C:19]([C:24]([OH:26])=[O:25])=[CH:20][CH:21]=[CH:22][CH:23]=3)=[CH:14][CH:13]=2)[N:8]=[CH:7][N:6]=1)[CH2:2][CH2:3][CH3:4]. (6) Given the reactants [C:1]([O:5][C:6]([N:8]1[CH2:13][CH2:12][N:11]([C:14]2C(=O)N(CC(C)C)N=C(C3C=CC(C)=C(F)C=3)[C:19]=2C)[CH2:10][CH2:9]1)=[O:7])([CH3:4])([CH3:3])[CH3:2].[F:34][C:35]1[CH:65]=[CH:64][C:38]([CH2:39][N:40]2[C:45](=[O:46])[C:44]([CH2:47]CCOS(C)(=O)=O)=[CH:43][C:42]([C:55]3[CH:60]=[CH:59][C:58]([O:61][CH3:62])=[C:57]([F:63])[CH:56]=3)=[N:41]2)=[CH:37][CH:36]=1.N1(C(OC(C)(C)C)=O)CCNCC1, predict the reaction product. The product is: [C:1]([O:5][C:6]([N:8]1[CH2:13][CH2:12][N:11]([CH2:14][CH2:19][CH2:47][C:44]2[C:45](=[O:46])[N:40]([CH2:39][C:38]3[CH:64]=[CH:65][C:35]([F:34])=[CH:36][CH:37]=3)[N:41]=[C:42]([C:55]3[CH:60]=[CH:59][C:58]([O:61][CH3:62])=[C:57]([F:63])[CH:56]=3)[CH:43]=2)[CH2:10][CH2:9]1)=[O:7])([CH3:4])([CH3:3])[CH3:2]. (7) Given the reactants [N+:1]([O-:4])(O)=[O:2].C(OC(=O)C)(=O)C.[CH3:12][O:13][C:14]1[N:19]=[C:18]2[NH:20][N:21]=[CH:22][C:17]2=[CH:16][CH:15]=1.C([O-])(O)=O.[Na+], predict the reaction product. The product is: [CH3:12][O:13][C:14]1[N:19]=[C:18]2[NH:20][N:21]=[CH:22][C:17]2=[CH:16][C:15]=1[N+:1]([O-:4])=[O:2]. (8) Given the reactants [F:1][C:2]1[C:10]([CH3:11])=[CH:9][CH:8]=[C:7](I)[C:3]=1[C:4]([OH:6])=[O:5].[N:13]1[NH:14][N:15]=[CH:16][CH:17]=1, predict the reaction product. The product is: [F:1][C:2]1[C:10]([CH3:11])=[CH:9][CH:8]=[C:7]([N:14]2[N:15]=[CH:16][CH:17]=[N:13]2)[C:3]=1[C:4]([OH:6])=[O:5]. (9) Given the reactants [Cl:1][C:2]1[CH:7]=[CH:6][CH:5]=[CH:4][C:3]=1[C:8]1[N:17]=[C:16]([N:18]2[CH2:23][CH2:22][NH:21][CH2:20][CH2:19]2)[C:15]2[C:10](=[CH:11][CH:12]=[CH:13][CH:14]=2)[N:9]=1.[CH2:24](I)[CH3:25].C(=O)([O-])[O-].[K+].[K+], predict the reaction product. The product is: [Cl:1][C:2]1[CH:7]=[CH:6][CH:5]=[CH:4][C:3]=1[C:8]1[N:17]=[C:16]([N:18]2[CH2:23][CH2:22][N:21]([CH2:24][CH3:25])[CH2:20][CH2:19]2)[C:15]2[C:10](=[CH:11][CH:12]=[CH:13][CH:14]=2)[N:9]=1. (10) Given the reactants F[C:2]1[N:7]2[CH:8]=[C:9]([CH2:11][N:12]([CH3:23])[C@@H:13]3[C:22]4[N:21]=[CH:20][CH:19]=[CH:18][C:17]=4[CH2:16][CH2:15][CH2:14]3)[N:10]=[C:6]2[CH:5]=[CH:4][CH:3]=1.[NH:24]1[CH2:30][CH2:29][CH2:28][NH:27][CH2:26][CH2:25]1, predict the reaction product. The product is: [N:24]1([C:2]2[N:7]3[CH:8]=[C:9]([CH2:11][N:12]([CH3:23])[C@@H:13]4[C:22]5[N:21]=[CH:20][CH:19]=[CH:18][C:17]=5[CH2:16][CH2:15][CH2:14]4)[N:10]=[C:6]3[CH:5]=[CH:4][CH:3]=2)[CH2:30][CH2:29][CH2:28][NH:27][CH2:26][CH2:25]1.